Dataset: Catalyst prediction with 721,799 reactions and 888 catalyst types from USPTO. Task: Predict which catalyst facilitates the given reaction. (1) Reactant: [N+:1]([CH2:4][C:5]([O:7]CC)=O)([O-:3])=[O:2].CCN(CC)CC.[Cl:17][C:18]1[CH:29]=[CH:28][C:21]2[NH:22]C(=O)[O:24][C:25](=O)[C:20]=2[CH:19]=1. The catalyst class is: 1. Product: [Cl:17][C:18]1[CH:19]=[C:20]2[C:21](=[CH:28][CH:29]=1)[NH:22][C:5](=[O:7])[C:4]([N+:1]([O-:3])=[O:2])=[C:25]2[OH:24]. (2) Reactant: [C:1]([O:5][C:6]([N:8]1[CH2:13][CH2:12][CH:11]([NH:14][CH3:15])[CH2:10][CH2:9]1)=[O:7])([CH3:4])([CH3:3])[CH3:2].[O:16]1[CH2:20][CH2:19][C:18](=O)[CH2:17]1.CCN(C(C)C)C(C)C.C(O[BH-](OC(=O)C)OC(=O)C)(=O)C.[Na+]. Product: [C:1]([O:5][C:6]([N:8]1[CH2:9][CH2:10][CH:11]([N:14]([CH3:15])[CH:18]2[CH2:19][CH2:20][O:16][CH2:17]2)[CH2:12][CH2:13]1)=[O:7])([CH3:4])([CH3:3])[CH3:2]. The catalyst class is: 2. (3) Reactant: [CH2:1]([O:3][C:4](=[O:8])[CH:5]=[N+]=[N-])[CH3:2].[Sn](Cl)Cl.[CH3:12][CH:13]([CH3:18])[CH2:14][CH2:15][CH:16]=[O:17]. Product: [CH2:1]([O:3][C:4](=[O:8])[CH2:5][C:16](=[O:17])[CH2:15][CH2:14][CH:13]([CH3:18])[CH3:12])[CH3:2]. The catalyst class is: 4. (4) The catalyst class is: 3. Product: [Br:12][CH:13]([C:16]1[CH:21]=[CH:20][C:19]([CH2:22][CH3:23])=[CH:18][N:17]=1)[CH2:14][O:1][C:2]1[CH:9]=[CH:8][C:5]([CH:6]=[O:7])=[CH:4][CH:3]=1. Reactant: [OH:1][C:2]1[CH:9]=[CH:8][C:5]([CH:6]=[O:7])=[CH:4][CH:3]=1.[H-].[Na+].[Br:12][CH:13]([C:16]1[CH:21]=[CH:20][C:19]([CH2:22][CH3:23])=[CH:18][N:17]=1)[CH2:14]Br. (5) Reactant: [C:1]([N:6]([C:8]1[CH:16]=[CH:15][C:11]([C:12]([OH:14])=O)=[CH:10][CH:9]=1)[CH3:7])(=[O:5])[CH:2]([CH3:4])[CH3:3].[CH2:17]([N:19]([CH2:22][CH3:23])[CH2:20][CH3:21])[CH3:18].ClC(OCC)=O.[CH2:30]([N:32](CC)CC(N)C)C. Product: [CH2:17]([N:19]([CH2:22][CH3:23])[CH2:20][CH2:21][CH2:30][NH:32][C:12](=[O:14])[C:11]1[CH:10]=[CH:9][C:8]([N:6]([C:1](=[O:5])[CH:2]([CH3:3])[CH3:4])[CH3:7])=[CH:16][CH:15]=1)[CH3:18]. The catalyst class is: 22. (6) Reactant: [NH:1]1[CH:5]=[N:4][CH:3]=[N:2]1.[H-].[Na+].[C:8]([O:11][C@@H:12]1[C@@H:20]([C@@:21]2([CH3:42])[CH2:26][CH2:25][C@H:24]([O:27][Si:28]([C:31]([CH3:34])([CH3:33])[CH3:32])([CH3:30])[CH3:29])[CH2:23][C@@H:22]2[CH2:35][CH2:36]OS(C)(=O)=O)[CH2:19][CH2:18][C@@:17]2([CH3:43])[C@H:13]1[CH2:14][CH2:15][C:16]12[O:47][CH2:46][CH2:45][O:44]1)(=[O:10])[CH3:9]. Product: [C:8]([O:11][C@@H:12]1[C@@H:20]([C@@:21]2([CH3:42])[CH2:26][CH2:25][C@H:24]([O:27][Si:28]([C:31]([CH3:33])([CH3:34])[CH3:32])([CH3:30])[CH3:29])[CH2:23][C@@H:22]2[CH2:35][CH2:36][N:1]2[CH:5]=[N:4][CH:3]=[N:2]2)[CH2:19][CH2:18][C@@:17]2([CH3:43])[C@H:13]1[CH2:14][CH2:15][C:16]12[O:44][CH2:45][CH2:46][O:47]1)(=[O:10])[CH3:9]. The catalyst class is: 3. (7) The catalyst class is: 3. Product: [Cl:1][C:2]1[C:3]([NH:23][C:24]2[CH:28]=[C:27]([CH3:29])[NH:26][N:25]=2)=[N:4][C:5]([NH:8][C:9]2[CH:14]=[C:13]([CH3:15])[C:12]([CH:16]3[CH2:17][CH2:18][N:19]([CH2:38][CH2:37][S:39]([CH3:42])(=[O:41])=[O:40])[CH2:20][CH2:21]3)=[CH:11][C:10]=2[F:22])=[N:6][CH:7]=1. Reactant: [Cl:1][C:2]1[C:3]([NH:23][C:24]2[CH:28]=[C:27]([CH3:29])[NH:26][N:25]=2)=[N:4][C:5]([NH:8][C:9]2[CH:14]=[C:13]([CH3:15])[C:12]([CH:16]3[CH2:21][CH2:20][NH:19][CH2:18][CH2:17]3)=[CH:11][C:10]=2[F:22])=[N:6][CH:7]=1.C(N(CC)CC)C.[CH:37]([S:39]([CH3:42])(=[O:41])=[O:40])=[CH2:38]. (8) Reactant: [N:1]([CH2:4][C:5]1[C:14]2[C:9](=[CH:10][C:11]([O:15][CH2:16][C:17]3[CH:22]=[CH:21][CH:20]=[C:19]([Cl:23])[CH:18]=3)=[CH:12][CH:13]=2)[O:8][C:7](=[O:24])[CH:6]=1)=[N+]=[N-]. Product: [NH2:1][CH2:4][C:5]1[C:14]2[C:9](=[CH:10][C:11]([O:15][CH2:16][C:17]3[CH:22]=[CH:21][CH:20]=[C:19]([Cl:23])[CH:18]=3)=[CH:12][CH:13]=2)[O:8][C:7](=[O:24])[CH:6]=1. The catalyst class is: 5. (9) Reactant: [CH2:1]([O:3][C:4]([C:6]1[C:10]2[CH:11]=[CH:12][C:13]([OH:15])=[CH:14][C:9]=2[O:8][CH:7]=1)=[O:5])[CH3:2].Br[CH2:17][CH3:18].C([O-])([O-])=O.[Cs+].[Cs+]. Product: [CH2:1]([O:3][C:4]([C:6]1[C:10]2[CH:11]=[CH:12][C:13]([O:15][CH2:17][CH3:18])=[CH:14][C:9]=2[O:8][CH:7]=1)=[O:5])[CH3:2]. The catalyst class is: 3. (10) Reactant: Br[C:2]1[CH:7]=[CH:6][C:5]2[C:8]3[CH2:9][NH:10][C@H:11]([CH3:15])[CH2:12][C:13]=3[O:14][C:4]=2[CH:3]=1.[N:16]1[CH:21]=[CH:20][CH:19]=[CH:18][C:17]=1[CH2:22][O:23][C:24]1[CH:29]=[CH:28][NH:27][C:26](=[O:30])[CH:25]=1.CN[C@H]1CCCC[C@@H]1NC.C([O-])([O-])=O.[Cs+].[Cs+]. Product: [CH3:15][C@H:11]1[NH:10][CH2:9][C:8]2[C:5]3[CH:6]=[CH:7][C:2]([N:27]4[CH:28]=[CH:29][C:24]([O:23][CH2:22][C:17]5[CH:18]=[CH:19][CH:20]=[CH:21][N:16]=5)=[CH:25][C:26]4=[O:30])=[CH:3][C:4]=3[O:14][C:13]=2[CH2:12]1. The catalyst class is: 432.